Predict which catalyst facilitates the given reaction. From a dataset of Catalyst prediction with 721,799 reactions and 888 catalyst types from USPTO. (1) Reactant: F[C:2]1[CH:7]=[CH:6][C:5]([N+:8]([O-:10])=[O:9])=[C:4]([CH3:11])[CH:3]=1.[O:12]1[C:20]2[CH:19]=[CH:18][NH:17][C:16](=[O:21])[C:15]=2[CH:14]=[CH:13]1.C([O-])([O-])=O.[Cs+].[Cs+].O. Product: [CH3:11][C:4]1[CH:3]=[C:2]([N:17]2[CH:18]=[CH:19][C:20]3[O:12][CH:13]=[CH:14][C:15]=3[C:16]2=[O:21])[CH:7]=[CH:6][C:5]=1[N+:8]([O-:10])=[O:9]. The catalyst class is: 3. (2) Reactant: [CH3:1][O:2][C:3]1[N:8]=[N:7][C:6]([CH:9]([C:12]2[CH:13]=[N:14][CH:15]=[CH:16][CH:17]=2)C#N)=[CH:5][CH:4]=1.CC(C)([O-:21])C.[K+].OO. Product: [CH3:1][O:2][C:3]1[N:8]=[N:7][C:6]([C:9]([C:12]2[CH:13]=[N:14][CH:15]=[CH:16][CH:17]=2)=[O:21])=[CH:5][CH:4]=1. The catalyst class is: 10. (3) Product: [C:1]([O:5][C:6](=[O:38])[NH:7][C@@H:8]([CH2:9][C@H:10]([CH2:14][C:15]1[CH:20]=[C:19]([O:21][CH2:22][CH2:23][CH2:24][O:25][CH3:26])[CH:18]=[C:17]([O:27][CH3:28])[CH:16]=1)[CH:11]([CH3:13])[CH3:12])[C@@H:29]([OH:30])[CH2:33][C@H:32]([C:31](=[O:37])[NH:45][CH:42]1[CH2:43][CH2:44][O:39][CH2:40][CH2:41]1)[CH:34]([CH3:36])[CH3:35])([CH3:4])([CH3:3])[CH3:2]. The catalyst class is: 52. Reactant: [C:1]([O:5][C:6](=[O:38])[NH:7][C@H:8]([C@@H:29]1[CH2:33][C@@H:32]([CH:34]([CH3:36])[CH3:35])[C:31](=[O:37])[O:30]1)[CH2:9][C@H:10]([CH2:14][C:15]1[CH:20]=[C:19]([O:21][CH2:22][CH2:23][CH2:24][O:25][CH3:26])[CH:18]=[C:17]([O:27][CH3:28])[CH:16]=1)[CH:11]([CH3:13])[CH3:12])([CH3:4])([CH3:3])[CH3:2].[O:39]1[CH2:44][CH2:43][CH:42]([NH2:45])[CH2:41][CH2:40]1. (4) Reactant: [CH:1]1([NH:7][S:8](Cl)(=[O:10])=[O:9])[CH2:6][CH2:5][CH2:4][CH2:3][CH2:2]1.[CH2:12]([NH2:28])[CH2:13][CH2:14][CH2:15][CH2:16][CH2:17][CH2:18][CH2:19][CH2:20][CH2:21][CH2:22][CH2:23][CH2:24][CH2:25][CH2:26][CH3:27].C(N(CC)CC)C.C([O-])([O-])=O.[Na+].[Na+]. Product: [CH:1]1([NH:7][S:8]([NH:28][CH2:12][CH2:13][CH2:14][CH2:15][CH2:16][CH2:17][CH2:18][CH2:19][CH2:20][CH2:21][CH2:22][CH2:23][CH2:24][CH2:25][CH2:26][CH3:27])(=[O:10])=[O:9])[CH2:6][CH2:5][CH2:4][CH2:3][CH2:2]1. The catalyst class is: 4. (5) Reactant: Br[C:2]1[CH:7]=[CH:6][C:5]([F:8])=[CH:4][C:3]=1[Cl:9].CC1(C)C(C)(C)OB([C:18]2[CH:28]=[CH:27][CH:26]=[CH:25][C:19]=2[C:20]([O:22][CH2:23][CH3:24])=[O:21])O1.C1(C)C=CC=CC=1.P([O-])([O-])([O-])=O.[K+].[K+].[K+]. Product: [Cl:9][C:3]1[CH:4]=[C:5]([F:8])[CH:6]=[CH:7][C:2]=1[C:18]1[C:19]([C:20]([O:22][CH2:23][CH3:24])=[O:21])=[CH:25][CH:26]=[CH:27][CH:28]=1. The catalyst class is: 189. (6) Reactant: Br[C:2]1[C:11]([O:12][CH3:13])=[C:10]2[C:5]([CH:6]=[N:7][C:8]([N:14]([CH3:16])[CH3:15])=[N:9]2)=[C:4]([C:17]2[CH:22]=[CH:21][CH:20]=[C:19]([Cl:23])[CH:18]=2)[CH:3]=1.[CH2:24]([Sn](CCCC)(CCCC)CCCC)[CH:25]=[CH2:26].O1CCOCC1. Product: [CH2:26]([C:2]1[C:11]([O:12][CH3:13])=[C:10]2[C:5]([CH:6]=[N:7][C:8]([N:14]([CH3:16])[CH3:15])=[N:9]2)=[C:4]([C:17]2[CH:22]=[CH:21][CH:20]=[C:19]([Cl:23])[CH:18]=2)[CH:3]=1)[CH:25]=[CH2:24]. The catalyst class is: 103. (7) Product: [OH:41][CH2:39][NH:34][C:32]([C:4]1[CH:3]=[C:2]([CH3:1])[C:7]([CH:8]([S:18]([C:21]2[CH:22]=[CH:23][C:24]([O:27][C:28]([F:31])([F:29])[F:30])=[CH:25][CH:26]=2)(=[O:20])=[O:19])[C:9]2[C:14]([F:15])=[CH:13][CH:12]=[C:11]([F:16])[C:10]=2[F:17])=[CH:6][N:5]=1)=[O:33]. Reactant: [CH3:1][C:2]1[C:7]([CH:8]([S:18]([C:21]2[CH:26]=[CH:25][C:24]([O:27][C:28]([F:31])([F:30])[F:29])=[CH:23][CH:22]=2)(=[O:20])=[O:19])[C:9]2[C:14]([F:15])=[CH:13][CH:12]=[C:11]([F:16])[C:10]=2[F:17])=[CH:6][N:5]=[C:4]([C:32]([NH2:34])=[O:33])[CH:3]=1.C=O.[OH-].[Na+].[C:39](OCC)(=[O:41])C. The catalyst class is: 57. (8) Reactant: [Br:1][C:2]1[CH:3]=[C:4]([Cl:11])[C:5]([C:8]([OH:10])=[O:9])=[N:6][CH:7]=1.[CH3:12][C:13](OC(OC(O[C:13]([CH3:15])([CH3:14])[CH3:12])=O)=O)([CH3:15])[CH3:14].C(=O)(O)[O-].[Na+]. Product: [C:13]([O:9][C:8]([C:5]1[C:4]([Cl:11])=[CH:3][C:2]([Br:1])=[CH:7][N:6]=1)=[O:10])([CH3:15])([CH3:14])[CH3:12]. The catalyst class is: 230.